This data is from Forward reaction prediction with 1.9M reactions from USPTO patents (1976-2016). The task is: Predict the product of the given reaction. (1) Given the reactants C(N(CC)CC)C.[CH:8]([S:11]([C:14]1[CH:19]=[CH:18][C:17]([C:20]2[N:21]=[C:22]([C:41]#[CH:42])[C:23]([N:26](C(OC(C)(C)C)=O)C(=O)OC(C)(C)C)=[N:24][CH:25]=2)=[CH:16][CH:15]=1)(=[O:13])=[O:12])([CH3:10])[CH3:9].Br[C:44]1[CH:45]=[C:46]([CH:50]=[CH:51][CH:52]=1)[C:47]([NH2:49])=[O:48].C(O)(C(F)(F)F)=O, predict the reaction product. The product is: [NH2:26][C:23]1[C:22]([C:41]#[C:42][C:44]2[CH:45]=[C:46]([CH:50]=[CH:51][CH:52]=2)[C:47]([NH2:49])=[O:48])=[N:21][C:20]([C:17]2[CH:16]=[CH:15][C:14]([S:11]([CH:8]([CH3:9])[CH3:10])(=[O:13])=[O:12])=[CH:19][CH:18]=2)=[CH:25][N:24]=1. (2) Given the reactants [Cl:1][C:2]1[N:11]=[CH:10][C:9]2[NH:8][C:7](=[O:12])[CH:6]3[CH2:13][O:14][CH2:15][CH2:16][N:5]3[C:4]=2[N:3]=1.[CH3:17][C:18]([CH3:21])([O-])[CH3:19].[Na+].BrCC1CC1.O, predict the reaction product. The product is: [Cl:1][C:2]1[N:11]=[CH:10][C:9]2[N:8]([CH2:17][CH:18]3[CH2:21][CH2:19]3)[C:7](=[O:12])[CH:6]3[CH2:13][O:14][CH2:15][CH2:16][N:5]3[C:4]=2[N:3]=1. (3) Given the reactants [F:1][C:2]([F:21])([F:20])[C:3]1[CH:4]=[C:5]([C:13]2([CH:18]=[O:19])[CH2:17][CH2:16][CH2:15][CH2:14]2)[CH:6]=[C:7]([C:9]([F:12])([F:11])[F:10])[CH:8]=1.FC(F)(F)C1C=CC(C2(CO)CCCC2)=CC=1, predict the reaction product. The product is: [F:1][C:2]([F:20])([F:21])[C:3]1[CH:4]=[C:5]([C:13]2([CH2:18][OH:19])[CH2:17][CH2:16][CH2:15][CH2:14]2)[CH:6]=[C:7]([C:9]([F:10])([F:11])[F:12])[CH:8]=1. (4) The product is: [CH3:18][O:17][C:13]1[CH:12]=[C:11]2[C:16](=[CH:15][CH:14]=1)[N:8]([CH2:7][C:6]([OH:5])=[O:30])[CH:9]=[C:10]2[CH:19]1[C:23]2[CH:24]=[CH:25][CH:26]=[CH:27][C:22]=2[S:21](=[O:29])(=[O:28])[N:20]1[CH:32]([CH3:40])[CH2:33][C:34]1[CH:39]=[CH:38][CH:37]=[CH:36][CH:35]=1. Given the reactants C([O:5][C:6](=[O:30])[CH2:7][N:8]1[C:16]2[C:11](=[CH:12][C:13]([O:17][CH3:18])=[CH:14][CH:15]=2)[C:10]([CH:19]2[C:23]3[CH:24]=[CH:25][CH:26]=[CH:27][C:22]=3[S:21](=[O:29])(=[O:28])[NH:20]2)=[CH:9]1)(C)(C)C.Br[CH:32]([CH3:40])[CH2:33][C:34]1[CH:39]=[CH:38][CH:37]=[CH:36][CH:35]=1, predict the reaction product. (5) The product is: [C:13]([O:11][C:6]1[CH:7]=[CH:8][CH:9]=[CH:10][C:5]=1[O:4][CH2:3][CH2:2][OH:1])(=[O:14])[CH3:12]. Given the reactants [OH:1][CH2:2][CH2:3][O:4][C:5]1[CH:10]=[CH:9][CH:8]=[CH:7][C:6]=1[OH:11].[CH3:12][C:13](C)=[O:14].C(=O)([O-])[O-].[K+].[K+].C(OC(=O)C)(=O)C, predict the reaction product. (6) Given the reactants [C:1]([O:7][CH2:8][N:9]1[C:13]2[N:14]=[N:15][CH:16]=[C:17]([C:18]3[CH:19]=[N:20][NH:21][CH:22]=3)[C:12]=2[CH:11]=[CH:10]1)(=[O:6])[C:2]([CH3:5])([CH3:4])[CH3:3].[CH2:23]1[CH2:33][CH2:32][N:31]2[C:26](=NCCC2)[CH2:25][CH2:24]1.[C:34](#N)[CH3:35], predict the reaction product. The product is: [C:1]([O:7][CH2:8][N:9]1[C:13]2[N:14]=[N:15][CH:16]=[C:17]([C:18]3[CH:19]=[N:20][N:21]([C:24]4([CH2:25][C:26]#[N:31])[CH2:23][CH2:33][CH2:32][CH2:35][CH2:34]4)[CH:22]=3)[C:12]=2[CH:11]=[CH:10]1)(=[O:6])[C:2]([CH3:5])([CH3:4])[CH3:3]. (7) Given the reactants [CH3:1][C:2]1[CH:3]=[C:4]([CH:7]=[CH:8][C:9]([OH:11])=O)[S:5][CH:6]=1.C(N(CC)CC)C.ClC(OCC)=O.[N-:25]=[N+:26]=[N-:27].[Na+], predict the reaction product. The product is: [CH3:1][C:2]1[CH:3]=[C:4]([CH:7]=[CH:8][C:9]([N:25]=[N+:26]=[N-:27])=[O:11])[S:5][CH:6]=1. (8) Given the reactants FC(F)(F)C(O)=O.[N:8]1([CH2:14][C:15]2[O:16][CH:17]=[C:18]([C:20]([O:22][CH3:23])=[O:21])[N:19]=2)[CH2:13][CH2:12][NH:11][CH2:10][CH2:9]1.[CH:24]1([NH:28][C:29](=[O:40])[NH:30][C:31]2[CH:39]=[CH:38][C:34]([C:35](O)=[O:36])=[CH:33][CH:32]=2)[CH2:27][CH2:26][CH2:25]1.C(N(CC)C(C)C)(C)C, predict the reaction product. The product is: [CH:24]1([NH:28][C:29](=[O:40])[NH:30][C:31]2[CH:32]=[CH:33][C:34]([C:35]([N:11]3[CH2:12][CH2:13][N:8]([CH2:14][C:15]4[O:16][CH:17]=[C:18]([C:20]([O:22][CH3:23])=[O:21])[N:19]=4)[CH2:9][CH2:10]3)=[O:36])=[CH:38][CH:39]=2)[CH2:25][CH2:26][CH2:27]1. (9) Given the reactants [CH:1]1([C:5]2[CH:6]=[C:7]([CH:11]=[C:12]([CH:16]=O)[C:13]=2[O:14][CH3:15])[C:8]([OH:10])=[O:9])[CH2:4][CH2:3][CH2:2]1.Cl.[NH2:19]O, predict the reaction product. The product is: [C:16]([C:12]1[CH:11]=[C:7]([CH:6]=[C:5]([CH:1]2[CH2:4][CH2:3][CH2:2]2)[C:13]=1[O:14][CH3:15])[C:8]([OH:10])=[O:9])#[N:19]. (10) Given the reactants [CH2:1]([C@@H:8]1[CH2:12][O:11][C:10](=[O:13])[N:9]1[C:14](=[O:27])[CH2:15][CH2:16][CH2:17][CH2:18][O:19][CH2:20][C:21]1[CH:26]=[CH:25][CH:24]=[CH:23][CH:22]=1)[C:2]1[CH:7]=[CH:6][CH:5]=[CH:4][CH:3]=1.C[Si](C)(C)[N-][Si](C)(C)C.[Na+].Br[CH2:39][C:40]([O:42][C:43]([CH3:46])([CH3:45])[CH3:44])=[O:41].CN(C)CCNC.Cl, predict the reaction product. The product is: [CH2:1]([C@@H:8]1[CH2:12][O:11][C:10](=[O:13])[N:9]1[C:14]([C@@H:15]([CH2:16][CH2:17][CH2:18][O:19][CH2:20][C:21]1[CH:26]=[CH:25][CH:24]=[CH:23][CH:22]=1)[CH2:39][C:40]([O:42][C:43]([CH3:46])([CH3:45])[CH3:44])=[O:41])=[O:27])[C:2]1[CH:3]=[CH:4][CH:5]=[CH:6][CH:7]=1.